This data is from Human intestinal absorption (HIA) binary classification data from Hou et al.. The task is: Regression/Classification. Given a drug SMILES string, predict its absorption, distribution, metabolism, or excretion properties. Task type varies by dataset: regression for continuous measurements (e.g., permeability, clearance, half-life) or binary classification for categorical outcomes (e.g., BBB penetration, CYP inhibition). Dataset: hia_hou. (1) The molecule is C[C@H](C(=O)O)c1ccc([C@@H]2CCCC(=NO)C2)cc1. The result is 1 (good absorption). (2) The molecule is CCN1C[C@@H](C(=O)O)C(=O)c2ccc(C)nc21. The result is 1 (good absorption). (3) The molecule is CCN(CC)CC(=O)Nc1c(C)cccc1C. The result is 1 (good absorption). (4) The compound is O=c1[nH]c2ccccc2n1C1CCN(CCC(c2ccc(F)cc2)c2ccc(F)cc2)CC1. The result is 1 (good absorption). (5) The molecule is CCOC(=O)C(C)(C)Oc1ccc(Cl)cc1. The result is 1 (good absorption). (6) The drug is C=C[C@@H]1CN2CC[C@@H]1C[C@H]2[C@@H](O)c1ccnc2ccccc12. The result is 1 (good absorption).